From a dataset of Merck oncology drug combination screen with 23,052 pairs across 39 cell lines. Regression. Given two drug SMILES strings and cell line genomic features, predict the synergy score measuring deviation from expected non-interaction effect. Drug 1: CCC1=CC2CN(C1)Cc1c([nH]c3ccccc13)C(C(=O)OC)(c1cc3c(cc1OC)N(C)C1C(O)(C(=O)OC)C(OC(C)=O)C4(CC)C=CCN5CCC31C54)C2. Drug 2: Cc1nc(Nc2ncc(C(=O)Nc3c(C)cccc3Cl)s2)cc(N2CCN(CCO)CC2)n1. Cell line: SW620. Synergy scores: synergy=31.3.